Dataset: Reaction yield outcomes from USPTO patents with 853,638 reactions. Task: Predict the reaction yield, written as a fraction of the theoretical maximum amount of product (1.0 means a 100% yield; for example, 0.34 means a 34% yield). The reactants are Br[C:2]1[C:7]([CH2:8][O:9][Si:10]([C:13]([CH3:16])([CH3:15])[CH3:14])([CH3:12])[CH3:11])=[CH:6][CH:5]=[CH:4][N:3]=1.[CH3:17][N:18](C=O)C. The catalyst is [C-]#N.[C-]#N.[Zn+2].C1C=CC([P]([Pd]([P](C2C=CC=CC=2)(C2C=CC=CC=2)C2C=CC=CC=2)([P](C2C=CC=CC=2)(C2C=CC=CC=2)C2C=CC=CC=2)[P](C2C=CC=CC=2)(C2C=CC=CC=2)C2C=CC=CC=2)(C2C=CC=CC=2)C2C=CC=CC=2)=CC=1. The product is [Si:10]([O:9][CH2:8][C:7]1[C:2]([C:17]#[N:18])=[N:3][CH:4]=[CH:5][CH:6]=1)([C:13]([CH3:16])([CH3:15])[CH3:14])([CH3:12])[CH3:11]. The yield is 0.820.